From a dataset of Reaction yield outcomes from USPTO patents with 853,638 reactions. Predict the reaction yield, written as a fraction of the theoretical maximum amount of product (1.0 means a 100% yield; for example, 0.34 means a 34% yield). (1) The reactants are Br[C:2]1[N:10]2[C:5]([N:6]=[N:7][C:8]3[C:14]([O:15][CH3:16])=[CH:13][C:12]([C:17]([F:20])([F:19])[F:18])=[CH:11][C:9]=32)=[C:4]([CH3:21])[N:3]=1.[CH3:22][C:23]1[CH:24]=[N:25][CH:26]=[CH:27][C:28]=1B(O)O.O1CCOCC1.C([O-])([O-])=O.[K+].[K+]. The catalyst is O. The product is [CH3:16][O:15][C:14]1[C:8]2[N:7]=[N:6][C:5]3=[C:4]([CH3:21])[N:3]=[C:2]([C:28]4[CH:27]=[CH:26][N:25]=[CH:24][C:23]=4[CH3:22])[N:10]3[C:9]=2[CH:11]=[C:12]([C:17]([F:20])([F:19])[F:18])[CH:13]=1. The yield is 0.300. (2) The catalyst is CCO.O. The yield is 0.810. The reactants are Br.Br[CH2:3][C:4]([C:6]1[CH:11]=[CH:10][N:9]=[CH:8][CH:7]=1)=O.[C:12]([C:16]1[CH:17]=[C:18]([NH:22][C:23]([NH2:25])=[S:24])[CH:19]=[CH:20][CH:21]=1)([CH3:15])([CH3:14])[CH3:13].N. The product is [C:12]([C:16]1[CH:17]=[C:18]([NH:22][C:23]2[S:24][CH:3]=[C:4]([C:6]3[CH:11]=[CH:10][N:9]=[CH:8][CH:7]=3)[N:25]=2)[CH:19]=[CH:20][CH:21]=1)([CH3:15])([CH3:13])[CH3:14]. (3) The product is [Br:8][C:9]1[C:10]([CH:20]=[O:21])=[C:11]([F:17])[C:12]([O:15][CH3:16])=[CH:13][CH:14]=1. The yield is 0.580. The catalyst is O1CCCC1. The reactants are C(NC(C)C)(C)C.[Br:8][C:9]1[CH:14]=[CH:13][C:12]([O:15][CH3:16])=[C:11]([F:17])[CH:10]=1.CN(C)[CH:20]=[O:21]. (4) The reactants are [F:1][C:2]1[CH:7]=[CH:6][C:5]([O:8][C:9](=[O:33])[N:10]([C@@H:12]2[C@@H:16]([C:17]3[CH:22]=[CH:21][C:20]([Cl:23])=[C:19]([Cl:24])[CH:18]=3)[CH2:15][N:14]([C:25]([CH:27]3[CH2:32][CH2:31][NH:30][CH2:29][CH2:28]3)=[O:26])[CH2:13]2)[CH3:11])=[CH:4][CH:3]=1.Cl[C:35]1[CH:42]=[CH:41][C:38]([C:39]#[N:40])=[CH:37][N:36]=1.C(N(CC)C(C)C)(C)C. The catalyst is CN1CCCC1=O.C(OCC)(=O)C. The product is [F:1][C:2]1[CH:7]=[CH:6][C:5]([O:8][C:9](=[O:33])[N:10]([C@@H:12]2[C@@H:16]([C:17]3[CH:22]=[CH:21][C:20]([Cl:23])=[C:19]([Cl:24])[CH:18]=3)[CH2:15][N:14]([C:25]([CH:27]3[CH2:32][CH2:31][N:30]([C:35]4[CH:42]=[CH:41][C:38]([C:39]#[N:40])=[CH:37][N:36]=4)[CH2:29][CH2:28]3)=[O:26])[CH2:13]2)[CH3:11])=[CH:4][CH:3]=1. The yield is 0.860.